Regression. Given two drug SMILES strings and cell line genomic features, predict the synergy score measuring deviation from expected non-interaction effect. From a dataset of NCI-60 drug combinations with 297,098 pairs across 59 cell lines. Drug 1: C1CC(=O)NC(=O)C1N2CC3=C(C2=O)C=CC=C3N. Drug 2: CC(C1=C(C=CC(=C1Cl)F)Cl)OC2=C(N=CC(=C2)C3=CN(N=C3)C4CCNCC4)N. Cell line: U251. Synergy scores: CSS=5.82, Synergy_ZIP=1.75, Synergy_Bliss=-0.456, Synergy_Loewe=-0.199, Synergy_HSA=0.0697.